From a dataset of Peptide-MHC class I binding affinity with 185,985 pairs from IEDB/IMGT. Regression. Given a peptide amino acid sequence and an MHC pseudo amino acid sequence, predict their binding affinity value. This is MHC class I binding data. (1) The peptide sequence is HSNLNDTTY. The MHC is HLA-B39:01 with pseudo-sequence HLA-B39:01. The binding affinity (normalized) is 0.0847. (2) The peptide sequence is RAFKYPFIK. The MHC is HLA-A11:01 with pseudo-sequence HLA-A11:01. The binding affinity (normalized) is 0.941. (3) The MHC is HLA-B07:02 with pseudo-sequence HLA-B07:02. The peptide sequence is EFKQILTDF. The binding affinity (normalized) is 0.0847.